Dataset: Peptide-MHC class II binding affinity with 134,281 pairs from IEDB. Task: Regression. Given a peptide amino acid sequence and an MHC pseudo amino acid sequence, predict their binding affinity value. This is MHC class II binding data. (1) The peptide sequence is GKREKKLSEFGKAKG. The MHC is DRB4_0101 with pseudo-sequence DRB4_0103. The binding affinity (normalized) is 0.391. (2) The peptide sequence is PTLAFPAGVCPTIGV. The MHC is HLA-DPA10103-DPB10201 with pseudo-sequence HLA-DPA10103-DPB10201. The binding affinity (normalized) is 0.190. (3) The peptide sequence is AGKVAATAANAAPAN. The MHC is DRB1_0901 with pseudo-sequence DRB1_0901. The binding affinity (normalized) is 0.242. (4) The peptide sequence is VVPDGYKLTGNVLIL. The MHC is DRB1_0301 with pseudo-sequence DRB1_0301. The binding affinity (normalized) is 0.215.